This data is from Forward reaction prediction with 1.9M reactions from USPTO patents (1976-2016). The task is: Predict the product of the given reaction. (1) The product is: [Cl:15][C:16]1[C:17]([F:38])=[C:18]([CH:27]2[CH2:30][N:29]([C:31]([O:33][C:34]([CH3:37])([CH3:36])[CH3:35])=[O:32])[CH2:28]2)[C:19]([O:25][CH3:26])=[C:20]([CH:22]([Cl:3])[CH3:23])[CH:21]=1. Given the reactants N1C(Cl)=NC(Cl)=NC=1[Cl:3].CN(C=O)C.[Cl:15][C:16]1[C:17]([F:38])=[C:18]([CH:27]2[CH2:30][N:29]([C:31]([O:33][C:34]([CH3:37])([CH3:36])[CH3:35])=[O:32])[CH2:28]2)[C:19]([O:25][CH3:26])=[C:20]([CH:22](O)[CH3:23])[CH:21]=1.O, predict the reaction product. (2) Given the reactants C(OC([N:8](C(OC(C)(C)C)=O)[CH2:9][C@@H:10]([N:13]1[C@H:18]([C:19]2[CH:24]=[CH:23][C:22]([Cl:25])=[CH:21][CH:20]=2)[C@@H:17]([C:26]2[CH:31]=[CH:30][CH:29]=[C:28]([Cl:32])[CH:27]=2)[CH2:16][C@@:15]([CH2:34][C:35]([O:37][CH3:38])=[O:36])([CH3:33])[C:14]1=[O:39])[CH2:11][CH3:12])=O)(C)(C)C.Cl, predict the reaction product. The product is: [NH2:8][CH2:9][C@@H:10]([N:13]1[C@H:18]([C:19]2[CH:20]=[CH:21][C:22]([Cl:25])=[CH:23][CH:24]=2)[C@@H:17]([C:26]2[CH:31]=[CH:30][CH:29]=[C:28]([Cl:32])[CH:27]=2)[CH2:16][C@@:15]([CH2:34][C:35]([O:37][CH3:38])=[O:36])([CH3:33])[C:14]1=[O:39])[CH2:11][CH3:12]. (3) The product is: [CH2:5]([O:7][C:8]([C:9]1[CH:10]=[C:11]([C:13]2[CH:18]=[CH:17][C:16]([O:19][CH2:20][C:21]3[CH:26]=[CH:25][CH:24]=[CH:23][CH:22]=3)=[CH:15][N:14]=2)[N:29]([C:31]2[CH:32]=[N:33][CH:34]=[CH:35][CH:36]=2)[N:30]=1)=[O:28])[CH3:6]. Given the reactants C(O)(=O)C.[CH2:5]([O:7][C:8](=[O:28])[C:9](=O)[CH2:10][C:11]([C:13]1[CH:18]=[CH:17][C:16]([O:19][CH2:20][C:21]2[CH:26]=[CH:25][CH:24]=[CH:23][CH:22]=2)=[CH:15][N:14]=1)=O)[CH3:6].[NH:29]([C:31]1[CH:32]=[N:33][CH:34]=[CH:35][CH:36]=1)[NH2:30], predict the reaction product.